Dataset: Forward reaction prediction with 1.9M reactions from USPTO patents (1976-2016). Task: Predict the product of the given reaction. The product is: [C:1]1([C:7]([C:17]2[CH:22]=[CH:21][C:20]([CH:23]=[CH:24][C:25]([NH:37][S:34]([C:28]3[CH:33]=[CH:32][CH:31]=[CH:30][CH:29]=3)(=[O:36])=[O:35])=[O:26])=[CH:19][CH:18]=2)=[C:8]([C:11]2[CH:16]=[CH:15][CH:14]=[CH:13][CH:12]=2)[CH2:9][CH3:10])[CH:2]=[CH:3][CH:4]=[CH:5][CH:6]=1. Given the reactants [C:1]1(/[C:7](/[C:17]2[CH:22]=[CH:21][C:20]([CH:23]=[CH:24][C:25](O)=[O:26])=[CH:19][CH:18]=2)=[C:8](/[C:11]2[CH:16]=[CH:15][CH:14]=[CH:13][CH:12]=2)\[CH2:9][CH3:10])[CH:6]=[CH:5][CH:4]=[CH:3][CH:2]=1.[C:28]1([S:34]([NH2:37])(=[O:36])=[O:35])[CH:33]=[CH:32][CH:31]=[CH:30][CH:29]=1, predict the reaction product.